From a dataset of Forward reaction prediction with 1.9M reactions from USPTO patents (1976-2016). Predict the product of the given reaction. (1) Given the reactants [CH3:1][O:2][C:3](=[O:16])[C:4](=O)[CH:5](Cl)[C:6]1[CH:11]=[CH:10][CH:9]=[C:8]([O:12][CH3:13])[CH:7]=1.[CH:17]1([C:20](=[S:22])[NH2:21])[CH2:19][CH2:18]1, predict the reaction product. The product is: [CH3:1][O:2][C:3]([C:4]1[N:21]=[C:20]([CH:17]2[CH2:19][CH2:18]2)[S:22][C:5]=1[C:6]1[CH:11]=[CH:10][CH:9]=[C:8]([O:12][CH3:13])[CH:7]=1)=[O:16]. (2) Given the reactants C(OC(=O)[NH:7][C:8]1[CH:13]=[C:12]([N:14]([CH3:16])[CH3:15])[C:11]([C:17]([F:20])([F:19])[F:18])=[CH:10][C:9]=1[NH:21][C:22](=[O:45])[CH2:23][C:24](=O)[C:25]1[CH:30]=[CH:29][CH:28]=[C:27]([N:31]2[C:35]([CH2:36][O:37]C3CCCCO3)=[CH:34][CH:33]=[N:32]2)[CH:26]=1)(C)(C)C.C(O)(C(F)(F)F)=O, predict the reaction product. The product is: [CH3:15][N:14]([CH3:16])[C:12]1[C:11]([C:17]([F:18])([F:19])[F:20])=[CH:10][C:9]2[NH:21][C:22](=[O:45])[CH2:23][C:24]([C:25]3[CH:30]=[CH:29][CH:28]=[C:27]([N:31]4[C:35]([CH2:36][OH:37])=[CH:34][CH:33]=[N:32]4)[CH:26]=3)=[N:7][C:8]=2[CH:13]=1. (3) The product is: [OH:37][CH:34]([C:33]1[CH:32]=[CH:31][C:30]([OH:38])=[CH:29][CH:28]=1)[CH2:35][NH:36][CH:2]1[CH2:7][CH2:6][N:5]([C:8]2[CH:9]=[CH:10][C:11]([NH:14][S:15]([C:18]3[CH:19]=[CH:20][C:21]([NH:24][C:25](=[O:27])[CH3:26])=[CH:22][CH:23]=3)(=[O:16])=[O:17])=[CH:12][CH:13]=2)[CH2:4][CH2:3]1. Given the reactants O=[C:2]1[CH2:7][CH2:6][N:5]([C:8]2[CH:13]=[CH:12][C:11]([NH:14][S:15]([C:18]3[CH:23]=[CH:22][C:21]([NH:24][C:25](=[O:27])[CH3:26])=[CH:20][CH:19]=3)(=[O:17])=[O:16])=[CH:10][CH:9]=2)[CH2:4][CH2:3]1.[CH:28]1[C:33]([C@@H:34]([OH:37])[CH2:35][NH2:36])=[CH:32][CH:31]=[C:30]([OH:38])[CH:29]=1, predict the reaction product. (4) Given the reactants [CH3:1][N:2]([CH2:14][CH2:15][C:16]1[CH:21]=[CH:20][CH:19]=[CH:18][CH:17]=1)[CH:3]1[CH2:12][CH2:11][C:10]2[N:9]=[CH:8][C:7]([NH2:13])=[CH:6][C:5]=2[CH2:4]1.CC1(C)[O:28][C:27](=O)[CH:26]=[C:25]([CH3:30])[O:24]1, predict the reaction product. The product is: [CH3:1][N:2]([CH2:14][CH2:15][C:16]1[CH:17]=[CH:18][CH:19]=[CH:20][CH:21]=1)[CH:3]1[CH2:12][CH2:11][C:10]2[N:9]=[CH:8][C:7]([NH:13][C:27](=[O:28])[CH2:26][C:25](=[O:24])[CH3:30])=[CH:6][C:5]=2[CH2:4]1.